This data is from Forward reaction prediction with 1.9M reactions from USPTO patents (1976-2016). The task is: Predict the product of the given reaction. (1) Given the reactants I[C:2]1[CH:11]=[CH:10][CH:9]=[CH:8][C:3]=1[C:4]([O:6][CH3:7])=[O:5].[CH3:12][O:13][C:14](=[O:25])[C:15]1[CH:20]=[CH:19][C:18](Br)=[C:17]([N+:22]([O-:24])=[O:23])[CH:16]=1, predict the reaction product. The product is: [N+:22]([C:17]1[CH:16]=[C:15]([C:14]([O:13][CH3:12])=[O:25])[CH:20]=[CH:19][C:18]=1[C:2]1[C:3]([C:4]([O:6][CH3:7])=[O:5])=[CH:8][CH:9]=[CH:10][CH:11]=1)([O-:24])=[O:23]. (2) Given the reactants C(OC([N:8]1[CH2:13][CH2:12][N:11]([C:14]([S:16][CH2:17][C:18]2[CH:23]=[CH:22][C:21]([O:24][CH2:25][C:26]3[CH:31]=[CH:30][C:29]([F:32])=[CH:28][CH:27]=3)=[CH:20][CH:19]=2)=[O:15])[CH2:10][CH2:9]1)=O)(C)(C)C.CO.[ClH:35].CCOCC, predict the reaction product. The product is: [ClH:35].[F:32][C:29]1[CH:28]=[CH:27][C:26]([CH2:25][O:24][C:21]2[CH:22]=[CH:23][C:18]([CH2:17][S:16][C:14]([N:11]3[CH2:10][CH2:9][NH:8][CH2:13][CH2:12]3)=[O:15])=[CH:19][CH:20]=2)=[CH:31][CH:30]=1. (3) Given the reactants [C:1]([O:5][C:6]([N:8]1[CH2:13][CH2:12][CH:11]([C:14](=[O:19])N(OC)C)[CH2:10][CH2:9]1)=[O:7])([CH3:4])([CH3:3])[CH3:2], predict the reaction product. The product is: [C:1]([O:5][C:6]([N:8]1[CH2:13][CH2:12][CH:11]([CH:14]=[O:19])[CH2:10][CH2:9]1)=[O:7])([CH3:4])([CH3:3])[CH3:2]. (4) Given the reactants [CH3:1][N:2]1[CH2:7]CC[CH:4](CO)[CH2:3]1.[CH2:10]([S:12]([C:15]1[CH:16]=[C:17]([C:21]2[C:26]3[C:27]4[CH:33]=[C:32]([CH3:34])[CH:31]=[N:30][C:28]=4[NH:29][C:25]=3[C:24]([O:35][CH2:36][CH2:37][CH2:38]N(C)C)=[N:23][CH:22]=2)[CH:18]=[CH:19][CH:20]=1)(=[O:14])=[O:13])[CH3:11], predict the reaction product. The product is: [CH2:10]([S:12]([C:15]1[CH:16]=[C:17]([C:21]2[C:26]3[C:27]4[CH:33]=[C:32]([CH3:34])[CH:31]=[N:30][C:28]=4[NH:29][C:25]=3[C:24]([O:35][CH2:36][CH:37]3[CH2:38][CH2:1][N:2]([CH3:7])[CH2:3][CH2:4]3)=[N:23][CH:22]=2)[CH:18]=[CH:19][CH:20]=1)(=[O:14])=[O:13])[CH3:11]. (5) Given the reactants [C:1]([O:5][C:6]([N:8]1[CH2:13][CH2:12][N:11]([C:14]2[CH:19]=[C:18]([CH2:20][O:21][C:22]3[CH:27]=[CH:26][CH:25]=[CH:24][C:23]=3[C:28]([F:31])([F:30])[F:29])[C:17]([Br:32])=[CH:16][C:15]=2[N+:33]([O-])=O)[CH2:10][CH2:9]1)=[O:7])([CH3:4])([CH3:3])[CH3:2].O.O.[Sn](Cl)(Cl)(Cl)Cl.[OH-].[Na+], predict the reaction product. The product is: [C:1]([O:5][C:6]([N:8]1[CH2:9][CH2:10][N:11]([C:14]2[CH:19]=[C:18]([CH2:20][O:21][C:22]3[CH:27]=[CH:26][CH:25]=[CH:24][C:23]=3[C:28]([F:31])([F:29])[F:30])[C:17]([Br:32])=[CH:16][C:15]=2[NH2:33])[CH2:12][CH2:13]1)=[O:7])([CH3:4])([CH3:2])[CH3:3]. (6) Given the reactants [CH:1]1([C:7]2[NH:11][C:10](=[O:12])[C:9]3([CH2:17][CH2:16][N:15]([S:18]([CH:21]=[CH2:22])(=[O:20])=[O:19])[CH2:14][CH2:13]3)[N:8]=2)[CH2:6][CH2:5][CH2:4][CH2:3][CH2:2]1.Br[C:24]1[CH:25]=[CH:26][CH:27]=[C:28]2[C:33]=1[N:32]=[CH:31][CH:30]=[CH:29]2.C([O-])(=O)C.[Na+], predict the reaction product. The product is: [CH:1]1([C:7]2[NH:11][C:10](=[O:12])[C:9]3([CH2:17][CH2:16][N:15]([S:18](/[CH:21]=[CH:22]/[C:24]4[CH:25]=[CH:26][CH:27]=[C:28]5[C:33]=4[N:32]=[CH:31][CH:30]=[CH:29]5)(=[O:20])=[O:19])[CH2:14][CH2:13]3)[N:8]=2)[CH2:2][CH2:3][CH2:4][CH2:5][CH2:6]1. (7) Given the reactants CO[C:3](=[O:13])[C:4]1[C:9]([CH2:10]Br)=[CH:8][CH:7]=[CH:6][C:5]=1[Br:12].[N:14]1[C:15]([CH2:23][CH2:24][NH2:25])=[N:16][N:17]2[CH:22]=[CH:21][CH:20]=[CH:19][C:18]=12.CCN(C(C)C)C(C)C, predict the reaction product. The product is: [Br:12][C:5]1[CH:6]=[CH:7][CH:8]=[C:9]2[C:4]=1[C:3](=[O:13])[N:25]([CH2:24][CH2:23][C:15]1[N:14]=[C:18]3[CH:19]=[CH:20][CH:21]=[CH:22][N:17]3[N:16]=1)[CH2:10]2. (8) The product is: [OH:30][C:5]1[C:6]([CH2:27][CH2:28][CH3:29])=[C:7]([O:8][CH2:9][C:10]2[CH:15]=[CH:14][CH:13]=[C:12]([NH:16][C:17]3[CH:24]=[CH:23][CH:22]=[C:19]([C:20]4[N:31]=[N:32][NH:33][N:21]=4)[CH:18]=3)[CH:11]=2)[CH:25]=[CH:26][C:4]=1[C:1](=[O:3])[CH3:2]. Given the reactants [C:1]([C:4]1[CH:26]=[CH:25][C:7]([O:8][CH2:9][C:10]2[CH:11]=[C:12]([NH:16][C:17]3[CH:18]=[C:19]([CH:22]=[CH:23][CH:24]=3)[C:20]#[N:21])[CH:13]=[CH:14][CH:15]=2)=[C:6]([CH2:27][CH2:28][CH3:29])[C:5]=1[OH:30])(=[O:3])[CH3:2].[N-:31]=[N+:32]=[N-:33].[Na+].Cl.C(N(CC)CC)C, predict the reaction product. (9) Given the reactants [Cl:1][C:2]1[CH:9]=[C:8]([N:10]2[CH2:14][C:13]([C:19]3[CH:24]=[C:23]([Cl:25])[CH:22]=[C:21]([Cl:26])[CH:20]=3)([C:15]([F:18])([F:17])[F:16])[O:12][C:11]2=[O:27])[CH:7]=[CH:6]C=1C=O.Cl.F[C:30](F)(F)[CH2:31][NH:32][NH:33][C:34]([NH2:36])=[O:35], predict the reaction product. The product is: [Cl:1][C:2]1[CH:9]=[C:8]([N:10]2[CH2:14][C:13]([C:19]3[CH:24]=[C:23]([Cl:25])[CH:22]=[C:21]([Cl:26])[CH:20]=3)([C:15]([F:16])([F:18])[F:17])[O:12][C:11]2=[O:27])[CH:7]=[CH:6][C:30]=1/[CH:31]=[N:32]/[NH:33][C:34]([NH:36][CH2:13][C:15]([F:18])([F:17])[F:16])=[O:35].